Dataset: Peptide-MHC class I binding affinity with 185,985 pairs from IEDB/IMGT. Task: Regression. Given a peptide amino acid sequence and an MHC pseudo amino acid sequence, predict their binding affinity value. This is MHC class I binding data. The peptide sequence is YVDHYYRDY. The MHC is HLA-B40:01 with pseudo-sequence HLA-B40:01. The binding affinity (normalized) is 0.0847.